This data is from Reaction yield outcomes from USPTO patents with 853,638 reactions. The task is: Predict the reaction yield, written as a fraction of the theoretical maximum amount of product (1.0 means a 100% yield; for example, 0.34 means a 34% yield). (1) The reactants are [Cl-].[CH3:2][O:3][C:4]1[CH:11]=[CH:10][CH:9]=[CH:8][C:5]=1[CH2:6][Zn+].C(Cl)Cl.[O:15]1[C:19]2[CH:20]=[CH:21][C:22]([C:24]3([C:27]([NH:29][C:30]4[CH:31]=[N:32][C:33](Br)=[CH:34][CH:35]=4)=[O:28])[CH2:26][CH2:25]3)=[CH:23][C:18]=2[O:17][CH2:16]1.C(N(CC([O-])=O)CC(O)=O)CN(CC([O-])=O)CC(O)=O.[Na+].[Na+].[NH4+].[Cl-]. The catalyst is C1COCC1. The yield is 0.680. The product is [O:15]1[C:19]2[CH:20]=[CH:21][C:22]([C:24]3([C:27]([NH:29][C:30]4[CH:31]=[N:32][C:33]([CH2:6][C:5]5[CH:8]=[CH:9][CH:10]=[CH:11][C:4]=5[O:3][CH3:2])=[CH:34][CH:35]=4)=[O:28])[CH2:26][CH2:25]3)=[CH:23][C:18]=2[O:17][CH2:16]1. (2) The reactants are [CH3:1][CH:2]([C@@:4]12[C@@H:19](O)[C@:18]34[O:21][C@H:17]3[CH2:16][C@@H:15]3[C@:10]([CH3:26])([CH2:11][CH2:12][C:13]5[C:24](=[O:25])[O:23][CH2:22][C:14]=53)[C@:8]34[O:9][C@H:7]3[C@@H:5]1[O:6]2)[CH3:3].C(N(S(F)(F)[F:33])CC)C.C([O-])(O)=O.[Na+]. The catalyst is ClCCl. The product is [CH3:1][CH:2]([C@@:4]12[C@H:19]([F:33])[C@:18]34[O:21][C@H:17]3[CH2:16][C@@H:15]3[C@:10]([CH3:26])([CH2:11][CH2:12][C:13]5[C:24](=[O:25])[O:23][CH2:22][C:14]=53)[C@:8]34[O:9][C@H:7]3[C@@H:5]1[O:6]2)[CH3:3]. The yield is 1.00. (3) The reactants are [N:1]([CH2:4][CH2:5][O:6][CH2:7][CH2:8][O:9][CH2:10][CH2:11][O:12][CH2:13][CH2:14][NH2:15])=[N+:2]=[N-:3].[C:16]1(=[O:23])[O:22][C:20](=[O:21])[CH2:19][O:18][CH2:17]1.O.C(#N)C. The catalyst is ClCCl. The product is [N:1]([CH2:4][CH2:5][O:6][CH2:7][CH2:8][O:9][CH2:10][CH2:11][O:12][CH2:13][CH2:14][NH:15][C:20](=[O:21])[CH2:19][O:18][CH2:17][C:16]([OH:23])=[O:22])=[N+:2]=[N-:3]. The yield is 1.00. (4) The reactants are [OH-].[K+].C(O)C.[Cl:6][C:7]1[CH:12]=[CH:11][CH:10]=[C:9]([Cl:13])[C:8]=1[OH:14].[Cl:15][C:16]1[N:21]=[C:20](Cl)[CH:19]=[C:18]([Cl:23])[N:17]=1. The catalyst is O1CCCC1. The product is [Cl:15][C:16]1[N:17]=[C:18]([Cl:23])[CH:19]=[C:20]([O:14][C:8]2[C:7]([Cl:6])=[CH:12][CH:11]=[CH:10][C:9]=2[Cl:13])[N:21]=1. The yield is 0.550.